Predict the product of the given reaction. From a dataset of Forward reaction prediction with 1.9M reactions from USPTO patents (1976-2016). (1) Given the reactants [O:1]=[C:2]1[C:11]2[C:6](=[CH:7][CH:8]=[CH:9][CH:10]=2)[NH:5][CH:4]=[C:3]1[C:12]([OH:14])=O.C(=O)(OC)[O:16][C:17]1[CH:22]=[C:21]([NH2:23])[C:20]([C:24]([CH3:27])([CH3:26])[CH3:25])=[CH:19][C:18]=1[C:28]([CH3:31])([CH3:30])[CH3:29].CC1OCCC1.N1C=CC=CC=1.C[O-].[Na+].CO, predict the reaction product. The product is: [C:24]([C:20]1[CH:19]=[C:18]([C:28]([CH3:31])([CH3:30])[CH3:29])[C:17]([OH:16])=[CH:22][C:21]=1[NH:23][C:12]([C:3]1[C:2](=[O:1])[C:11]2[C:6](=[CH:7][CH:8]=[CH:9][CH:10]=2)[NH:5][CH:4]=1)=[O:14])([CH3:27])([CH3:25])[CH3:26]. (2) The product is: [Cl:1][C:2]1[C:7]([NH:28][CH2:29][C@@H:30]([OH:33])[CH2:31][OH:32])=[N:6][C:5]([NH:9][C@H:10]([C:12]2[CH:17]=[CH:16][C:15]([F:18])=[CH:14][CH:13]=2)[CH3:11])=[N:4][C:3]=1[NH:19][C:20]1[NH:21][N:22]=[C:23]([O:25][CH2:26][CH3:27])[CH:24]=1. Given the reactants [Cl:1][C:2]1[C:3]([NH:19][C:20]2[CH:24]=[C:23]([O:25][CH2:26][CH3:27])[NH:22][N:21]=2)=[N:4][C:5]([NH:9][C@H:10]([C:12]2[CH:17]=[CH:16][C:15]([F:18])=[CH:14][CH:13]=2)[CH3:11])=[N:6][C:7]=1Cl.[NH2:28][CH2:29][C@@H:30]([OH:33])[CH2:31][OH:32], predict the reaction product. (3) Given the reactants CO.[F:3][C:4]([F:23])([F:22])[C:5]([C:8]1[CH:17]=[CH:16][C:15]2[C:10](=[CH:11][CH:12]=[C:13]([C:18]([O:20]C)=[O:19])[CH:14]=2)[N:9]=1)([CH3:7])[CH3:6].[OH-].[Na+], predict the reaction product. The product is: [F:23][C:4]([F:3])([F:22])[C:5]([C:8]1[CH:17]=[CH:16][C:15]2[C:10](=[CH:11][CH:12]=[C:13]([C:18]([OH:20])=[O:19])[CH:14]=2)[N:9]=1)([CH3:7])[CH3:6].